This data is from Forward reaction prediction with 1.9M reactions from USPTO patents (1976-2016). The task is: Predict the product of the given reaction. (1) Given the reactants C(N(CC)CC)C.[CH2:8]([C:15]([OH:17])=O)[CH2:9][C:10]1[N:14]=[CH:13][NH:12][CH:11]=1.CN(C([O:25]N1N=NC2C=CC=CC1=2)=[N+](C)C)C.[B-](F)(F)(F)F.[F:40][C:41]([F:46])([F:45])[C:42]([OH:44])=[O:43].[NH2:47][CH:48]([CH2:67][C:68]1[CH:73]=[CH:72][C:71]([O:74][CH3:75])=[C:70](O)[CH:69]=1)[C:49]([N:51]1[CH2:54][C:53]([O:62][CH2:63][CH2:64][CH2:65][CH3:66])([C:55]2[CH:60]=[CH:59][CH:58]=[CH:57][C:56]=2[CH3:61])[CH2:52]1)=[O:50].C(=O)([O-])O.[Na+], predict the reaction product. The product is: [F:40][C:41]([F:46])([F:45])[C:42]([OH:44])=[O:43].[CH2:63]([O:62][C:53]1([C:55]2[CH:60]=[CH:59][CH:58]=[CH:57][C:56]=2[CH3:61])[CH2:52][N:51]([C:49](=[O:50])[CH:48]([NH:47][C:15](=[O:17])[CH2:8][CH2:9][C:10]2[NH:14][CH:13]=[N:12][CH:11]=2)[CH2:67][C:68]2[CH:73]=[CH:72][C:71]([O:74][CH3:75])=[CH:70][C:69]=2[OH:25])[CH2:54]1)[CH2:64][CH2:65][CH3:66]. (2) The product is: [CH3:40][C:37]([C:34]1[CH:33]=[CH:32][C:31]([C:24]2[C:25]3[C:30](=[CH:29][CH:28]=[CH:27][CH:26]=3)[N:22]([CH2:21][C:17]3[CH:16]=[C:15]([C:12]4[CH:11]=[CH:10][C:9]([O:8][CH2:1][C:2]5[CH:7]=[CH:6][CH:5]=[CH:4][CH:3]=5)=[CH:14][CH:13]=4)[CH:20]=[CH:19][CH:18]=3)[C:23]=2[C:41]([OH:43])=[O:42])=[CH:36][CH:35]=1)([CH3:38])[CH3:39]. Given the reactants [CH2:1]([O:8][C:9]1[CH:14]=[CH:13][C:12]([C:15]2[CH:20]=[CH:19][CH:18]=[C:17]([CH2:21][N:22]3[C:30]4[C:25](=[CH:26][CH:27]=[CH:28][CH:29]=4)[C:24]([C:31]4[CH:36]=[CH:35][C:34]([C:37]([CH3:40])([CH3:39])[CH3:38])=[CH:33][CH:32]=4)=[C:23]3[C:41]([O:43]CC)=[O:42])[CH:16]=2)=[CH:11][CH:10]=1)[C:2]1[CH:7]=[CH:6][CH:5]=[CH:4][CH:3]=1.[OH-].[Na+].Cl, predict the reaction product.